From a dataset of Experimentally validated miRNA-target interactions with 360,000+ pairs, plus equal number of negative samples. Binary Classification. Given a miRNA mature sequence and a target amino acid sequence, predict their likelihood of interaction. (1) The protein sequence of the target gene is MEQEKSLDPQLWHACAGSMVQIPSLNSTVFYFAQGHTEHAHAPPDFHAPRVPPLILCRVVSVKFLADAETDEVFAKITLLPLPGNDLDLENDAVLGLTPPSSDGNGNGKEKPASFAKTLTQSDANNGGGFSVPRYCAETIFPRLDYSAEPPVQTVIAKDIHGETWKFRHIYRGTPRRHLLTTGWSTFVNQKKLIAGDSIVFLRSESGDLCVGIRRAKRGGLGSNAGSDNPYPGFSGFLRDDESTTTTSKLMMMKRNGNNDGNAAATGRVRVEAVAEAVARAACGQAFEVVYYPRASTPEF.... The miRNA is mmu-miR-669b-5p with sequence AGUUUUGUGUGCAUGUGCAUGU. Result: 0 (no interaction). (2) The miRNA is hsa-miR-653-3p with sequence UUCACUGGAGUUUGUUUCAAUA. The protein sequence of the target gene is MAAGAGAGSAPRWLRALSEPLSAAQLRRLEEHRYSAAGVSLLEPPLQLYWTWLLQWIPLWMAPNSITLLGLAVNVVTTLVLISYCPTATEEAPYWTYLLCALGLFIYQSLDAIDGKQARRTNSCSPLGELFDHGCDSLSTVFMAVGASIAARLGTYPDWFFFCSFIGMFVFYCAHWQTYVSGMLRFGKVDVTEIQIALVIVFVLSAFGGATMWDYTIPILEIKLKILPVLGFLGGVIFSCSNYFHVILHGGVGKNGSTIAGTSVLSPGLHIGLIIILAIMIYKKSATDVFEKHPCLYILM.... Result: 0 (no interaction).